The task is: Regression. Given two drug SMILES strings and cell line genomic features, predict the synergy score measuring deviation from expected non-interaction effect.. This data is from NCI-60 drug combinations with 297,098 pairs across 59 cell lines. (1) Drug 1: CC1=C2C(C(=O)C3(C(CC4C(C3C(C(C2(C)C)(CC1OC(=O)C(C(C5=CC=CC=C5)NC(=O)OC(C)(C)C)O)O)OC(=O)C6=CC=CC=C6)(CO4)OC(=O)C)O)C)O. Drug 2: N.N.Cl[Pt+2]Cl. Cell line: PC-3. Synergy scores: CSS=27.4, Synergy_ZIP=-11.2, Synergy_Bliss=-2.47, Synergy_Loewe=-0.812, Synergy_HSA=-0.319. (2) Drug 2: C1CNP(=O)(OC1)N(CCCl)CCCl. Synergy scores: CSS=23.9, Synergy_ZIP=2.50, Synergy_Bliss=4.30, Synergy_Loewe=-32.0, Synergy_HSA=1.38. Drug 1: C1C(C(OC1N2C=C(C(=O)NC2=O)F)CO)O. Cell line: SF-539. (3) Drug 1: C1=CC(=CC=C1C#N)C(C2=CC=C(C=C2)C#N)N3C=NC=N3. Drug 2: C1=CC=C(C=C1)NC(=O)CCCCCCC(=O)NO. Cell line: SN12C. Synergy scores: CSS=0.674, Synergy_ZIP=-2.87, Synergy_Bliss=-2.12, Synergy_Loewe=-10.1, Synergy_HSA=-5.75. (4) Drug 1: C1=CC(=C2C(=C1NCCNCCO)C(=O)C3=C(C=CC(=C3C2=O)O)O)NCCNCCO. Drug 2: CC(C)CN1C=NC2=C1C3=CC=CC=C3N=C2N. Cell line: LOX IMVI. Synergy scores: CSS=39.8, Synergy_ZIP=2.58, Synergy_Bliss=2.73, Synergy_Loewe=-13.5, Synergy_HSA=3.78. (5) Drug 1: CC1=C(C=C(C=C1)NC2=NC=CC(=N2)N(C)C3=CC4=NN(C(=C4C=C3)C)C)S(=O)(=O)N.Cl. Drug 2: CC=C1C(=O)NC(C(=O)OC2CC(=O)NC(C(=O)NC(CSSCCC=C2)C(=O)N1)C(C)C)C(C)C. Cell line: UO-31. Synergy scores: CSS=6.28, Synergy_ZIP=-2.25, Synergy_Bliss=0.352, Synergy_Loewe=1.69, Synergy_HSA=1.54.